Predict the reaction yield, written as a fraction of the theoretical maximum amount of product (1.0 means a 100% yield; for example, 0.34 means a 34% yield). From a dataset of Reaction yield outcomes from USPTO patents with 853,638 reactions. (1) The reactants are [CH3:1][N:2]1[CH:6]=[C:5]([C:7]2[CH:12]=[CH:11][C:10]([NH:13][C:14]3[C:18]4[CH2:19][N:20]([C:23](=[O:25])[CH3:24])[CH2:21][CH2:22][C:17]=4[NH:16][N:15]=3)=[CH:9][CH:8]=2)[CH:4]=[N:3]1.Cl[CH2:27][CH2:28][C:29]([NH2:31])=[O:30].C([O-])([O-])=O.[Cs+].[Cs+]. The catalyst is CN(C=O)C. The product is [C:23]([N:20]1[CH2:21][CH2:22][C:17]2[N:16]([CH2:27][CH2:28][C:29]([NH2:31])=[O:30])[N:15]=[C:14]([NH:13][C:10]3[CH:11]=[CH:12][C:7]([C:5]4[CH:4]=[N:3][N:2]([CH3:1])[CH:6]=4)=[CH:8][CH:9]=3)[C:18]=2[CH2:19]1)(=[O:25])[CH3:24]. The yield is 0.0800. (2) The reactants are O[N:2]=[C:3]([Cl:14])[C@H:4]1[CH2:8][O:7][C:6]2([CH2:13][CH2:12][CH2:11][CH2:10][CH2:9]2)[O:5]1.CS(Cl)(=O)=O.C(N(C(C)C)C(C)C)C. The catalyst is C1COCC1. The product is [O:5]1[C:6]2([CH2:13][CH2:12][CH2:11][CH2:10][CH2:9]2)[O:7][CH2:8][CH:4]1[C:3]([Cl:14])=[NH:2]. The yield is 0.738. (3) The reactants are [CH2:1]([N:3](CC)CC)C.Cl.CN.[C:11](Cl)(=[O:19])[CH2:12][CH2:13][CH2:14][CH2:15][CH2:16][CH2:17][CH3:18]. The catalyst is ClCCl. The product is [CH3:1][NH:3][C:11](=[O:19])[CH2:12][CH2:13][CH2:14][CH2:15][CH2:16][CH2:17][CH3:18]. The yield is 1.00. (4) The reactants are Br[C:2]1[CH:11]=[C:10]2[C:5]([NH:6][C@@H:7]([CH3:17])[CH2:8][N:9]2[C:12]([CH:14]2[CH2:16][CH2:15]2)=[O:13])=[CH:4][CH:3]=1.CC1CCCO1.C([O-])(=O)C.[K+].[B:29]1([B:29]2[O:33][C:32]([CH3:35])([CH3:34])[C:31]([CH3:37])([CH3:36])[O:30]2)[O:33][C:32]([CH3:35])([CH3:34])[C:31]([CH3:37])([CH3:36])[O:30]1. The catalyst is C1C=CC(P(C2C=CC=CC=2)[C-]2C=CC=C2)=CC=1.C1C=CC(P(C2C=CC=CC=2)[C-]2C=CC=C2)=CC=1.Cl[Pd]Cl.[Fe+2].ClCCl.O. The product is [CH:14]1([C:12]([N:9]2[C:10]3[C:5](=[CH:4][CH:3]=[C:2]([B:29]4[O:33][C:32]([CH3:35])([CH3:34])[C:31]([CH3:37])([CH3:36])[O:30]4)[CH:11]=3)[NH:6][C@@H:7]([CH3:17])[CH2:8]2)=[O:13])[CH2:16][CH2:15]1. The yield is 0.600. (5) The reactants are [Cl:1][C:2]1[CH:7]=[CH:6][C:5]([N:8]([CH3:13])[S:9]([CH3:12])(=[O:11])=[O:10])=[C:4]([C:14]#[N:15])[CH:3]=1.[C:16](O[C:16]([O:18][C:19]([CH3:22])([CH3:21])[CH3:20])=[O:17])([O:18][C:19]([CH3:22])([CH3:21])[CH3:20])=[O:17].[BH4-].[Na+]. The catalyst is CO. The product is [Cl:1][C:2]1[CH:7]=[CH:6][C:5]([N:8]([CH3:13])[S:9]([CH3:12])(=[O:11])=[O:10])=[C:4]([CH:3]=1)[CH2:14][NH:15][C:16](=[O:17])[O:18][C:19]([CH3:22])([CH3:21])[CH3:20]. The yield is 0.930. (6) The reactants are [CH3:1][N:2]([CH3:14])[C:3]([N:5]1[CH2:10][CH2:9][CH:8]([C:11]([OH:13])=O)[CH2:7][CH2:6]1)=[O:4].S(Cl)(Cl)=O.N1C=CC=CC=1.[NH2:25][C:26]1[S:27][C:28]([N:36]2[CH2:41][CH2:40][O:39][CH2:38][CH2:37]2)=[C:29]([C:31]2[O:32][CH:33]=[CH:34][CH:35]=2)[N:30]=1. The catalyst is ClCCl. The product is [CH3:14][N:2]([CH3:1])[C:3]([N:5]1[CH2:6][CH2:7][CH:8]([C:11]([NH:25][C:26]2[S:27][C:28]([N:36]3[CH2:37][CH2:38][O:39][CH2:40][CH2:41]3)=[C:29]([C:31]3[O:32][CH:33]=[CH:34][CH:35]=3)[N:30]=2)=[O:13])[CH2:9][CH2:10]1)=[O:4]. The yield is 0.810. (7) The reactants are [CH2:1]([N:8]1[CH:16]=[C:15]2[C:10]([CH:11]=[C:12]([C:17]3[CH:18]=[C:19]([CH:27]4[CH2:31][CH2:30][N:29]([C:32](=[O:35])[CH2:33]Cl)[CH2:28]4)[N:20]4[C:25]=3[C:24]([NH2:26])=[N:23][CH:22]=[N:21]4)[CH:13]=[CH:14]2)=[N:9]1)[C:2]1[CH:7]=[CH:6][CH:5]=[CH:4][CH:3]=1.[F:36][C:37]1([F:42])[CH2:41][CH2:40][NH:39][CH2:38]1. No catalyst specified. The product is [CH2:1]([N:8]1[CH:16]=[C:15]2[C:10]([CH:11]=[C:12]([C:17]3[CH:18]=[C:19]([CH:27]4[CH2:31][CH2:30][N:29]([C:32](=[O:35])[CH2:33][N:39]5[CH2:40][CH2:41][C:37]([F:42])([F:36])[CH2:38]5)[CH2:28]4)[N:20]4[C:25]=3[C:24]([NH2:26])=[N:23][CH:22]=[N:21]4)[CH:13]=[CH:14]2)=[N:9]1)[C:2]1[CH:7]=[CH:6][CH:5]=[CH:4][CH:3]=1. The yield is 0.870.